From a dataset of Catalyst prediction with 721,799 reactions and 888 catalyst types from USPTO. Predict which catalyst facilitates the given reaction. Reactant: C(Cl)(=O)C(Cl)=O.CS(C)=O.[CH2:11]([O:18][C:19]1[CH:36]=[CH:35][C:22]([C:23]([NH:25][C:26]2[CH:31]=[C:30]([CH2:32][OH:33])[CH:29]=[CH:28][C:27]=2[CH3:34])=[O:24])=[CH:21][CH:20]=1)[C:12]1[CH:17]=[CH:16][CH:15]=[CH:14][CH:13]=1.C([O-])(O)=O.[Na+]. Product: [CH2:11]([O:18][C:19]1[CH:36]=[CH:35][C:22]([C:23]([NH:25][C:26]2[CH:31]=[C:30]([CH:32]=[O:33])[CH:29]=[CH:28][C:27]=2[CH3:34])=[O:24])=[CH:21][CH:20]=1)[C:12]1[CH:13]=[CH:14][CH:15]=[CH:16][CH:17]=1. The catalyst class is: 2.